This data is from Catalyst prediction with 721,799 reactions and 888 catalyst types from USPTO. The task is: Predict which catalyst facilitates the given reaction. (1) Reactant: [Br:1][C:2]1[C:3]2[N:4]([N:8]=[C:9]([NH2:11])[N:10]=2)[CH:5]=[CH:6][CH:7]=1.[C:12](O[C:12]([O:14][C:15]([CH3:18])([CH3:17])[CH3:16])=[O:13])([O:14][C:15]([CH3:18])([CH3:17])[CH3:16])=[O:13]. Product: [Br:1][C:2]1[C:3]2[N:4]([N:8]=[C:9]([N:11]([C:12]([O:14][C:15]([CH3:18])([CH3:17])[CH3:16])=[O:13])[C:12]([O:14][C:15]([CH3:18])([CH3:17])[CH3:16])=[O:13])[N:10]=2)[CH:5]=[CH:6][CH:7]=1. The catalyst class is: 341. (2) The catalyst class is: 4. Reactant: C1[CH2:5][CH:4]=[CH:3]C=1.[C:6]12[C:14](=[O:15])[O:13][C:11](=[O:12])[C:7]=1[CH2:8][CH2:9][CH2:10]2.[CH2:16](OCC)[CH3:17]. Product: [C:6]123[CH2:5][CH2:4][CH2:3][C:7]1([C:11](=[O:12])[O:13][C:14]2=[O:15])[CH:8]1[CH2:9][CH:10]3[CH:16]=[CH:17]1. (3) Reactant: [CH3:1][N:2]1[C:8](=[O:9])[C@H:7]2[CH2:10][C:11]3[C:12]4[CH:13]=[CH:14][CH:15]=[CH:16][C:17]=4[NH:18][C:19]=3[C@@H:20]([C:21]3[CH:22]=[CH:23][C:24]4[O:29][CH2:28][O:27][C:25]=4[CH:26]=3)[N:6]2[C:4](=[O:5])[CH2:3]1.[O:30]=[Si:31]=[O:32]. Product: [CH3:1][N:2]1[C:8](=[O:9])[C@H:7]2[CH2:10][C:11]3[C:12]4[CH:13]=[CH:14][CH:15]=[CH:16][C:17]=4[NH:18][C:19]=3[C@@H:20]([C:21]3[CH:22]=[CH:23][C:24]4[O:29][CH2:28][O:27][C:25]=4[CH:26]=3)[N:6]2[C:4](=[O:5])[CH2:3]1.[O:30]=[Si:31]=[O:32]. The catalyst class is: 4. (4) Reactant: [C:1]1([CH:7]2[CH2:12][CH2:11][NH:10][CH2:9][CH2:8]2)[CH:6]=[CH:5][CH:4]=[CH:3][CH:2]=1.CC(C)([O-])C.[Na+].C1C=CC(P(C2C(C3C(P(C4C=CC=CC=4)C4C=CC=CC=4)=CC=C4C=3C=CC=C4)=C3C(C=CC=C3)=CC=2)C2C=CC=CC=2)=CC=1.Br[C:66]1[CH:71]=[CH:70][N:69]([CH2:72][CH2:73][CH2:74][CH3:75])[C:68](=[O:76])[CH:67]=1. Product: [CH2:72]([N:69]1[CH:70]=[CH:71][C:66]([N:10]2[CH2:9][CH2:8][CH:7]([C:1]3[CH:6]=[CH:5][CH:4]=[CH:3][CH:2]=3)[CH2:12][CH2:11]2)=[CH:67][C:68]1=[O:76])[CH2:73][CH2:74][CH3:75]. The catalyst class is: 498.